This data is from Peptide-MHC class I binding affinity with 185,985 pairs from IEDB/IMGT. The task is: Regression. Given a peptide amino acid sequence and an MHC pseudo amino acid sequence, predict their binding affinity value. This is MHC class I binding data. (1) The binding affinity (normalized) is 0.124. The peptide sequence is TLALEVARQK. The MHC is HLA-A31:01 with pseudo-sequence HLA-A31:01. (2) The peptide sequence is GITGGHIPK. The MHC is HLA-A30:01 with pseudo-sequence HLA-A30:01. The binding affinity (normalized) is 0.604. (3) The binding affinity (normalized) is 0.0847. The peptide sequence is RLASYGLYY. The MHC is HLA-A26:03 with pseudo-sequence HLA-A26:03. (4) The peptide sequence is TFCPTGSPL. The MHC is H-2-Kd with pseudo-sequence H-2-Kd. The binding affinity (normalized) is 0.